This data is from NCI-60 drug combinations with 297,098 pairs across 59 cell lines. The task is: Regression. Given two drug SMILES strings and cell line genomic features, predict the synergy score measuring deviation from expected non-interaction effect. (1) Drug 1: C1=CC(=C2C(=C1NCCNCCO)C(=O)C3=C(C=CC(=C3C2=O)O)O)NCCNCCO. Drug 2: COC1=NC(=NC2=C1N=CN2C3C(C(C(O3)CO)O)O)N. Cell line: K-562. Synergy scores: CSS=46.4, Synergy_ZIP=12.5, Synergy_Bliss=11.1, Synergy_Loewe=-55.2, Synergy_HSA=4.99. (2) Drug 1: CN1CCC(CC1)COC2=C(C=C3C(=C2)N=CN=C3NC4=C(C=C(C=C4)Br)F)OC. Synergy scores: CSS=36.3, Synergy_ZIP=-5.08, Synergy_Bliss=9.37, Synergy_Loewe=11.2, Synergy_HSA=12.3. Cell line: SN12C. Drug 2: C1=NC2=C(N1)C(=S)N=C(N2)N. (3) Drug 1: C1CCC(C1)C(CC#N)N2C=C(C=N2)C3=C4C=CNC4=NC=N3. Drug 2: C1CN(P(=O)(OC1)NCCCl)CCCl. Cell line: CCRF-CEM. Synergy scores: CSS=-6.90, Synergy_ZIP=-0.320, Synergy_Bliss=-5.57, Synergy_Loewe=-6.49, Synergy_HSA=-7.07.